Dataset: Forward reaction prediction with 1.9M reactions from USPTO patents (1976-2016). Task: Predict the product of the given reaction. Given the reactants Br[C:2]1[CH:3]=[N:4][C:5]([N:8]2[C:16]3[C:11](=[CH:12][CH:13]=[C:14]([C:17]([N:19]4[CH2:24][CH2:23][O:22][CH2:21][CH2:20]4)=[O:18])[CH:15]=3)[C:10]([S:25]([CH3:27])=[O:26])=[CH:9]2)=[N:6][CH:7]=1.[F:28][C:29]1[CH:34]=[CH:33][C:32]([OH:35])=[CH:31][C:30]=1B(O)O.[F-].[K+], predict the reaction product. The product is: [F:28][C:29]1[CH:34]=[CH:33][C:32]([OH:35])=[CH:31][C:30]=1[C:2]1[CH:3]=[N:4][C:5]([N:8]2[C:16]3[C:11](=[CH:12][CH:13]=[C:14]([C:17]([N:19]4[CH2:24][CH2:23][O:22][CH2:21][CH2:20]4)=[O:18])[CH:15]=3)[C:10]([S:25]([CH3:27])=[O:26])=[CH:9]2)=[N:6][CH:7]=1.